This data is from Experimentally validated miRNA-target interactions with 360,000+ pairs, plus equal number of negative samples. The task is: Binary Classification. Given a miRNA mature sequence and a target amino acid sequence, predict their likelihood of interaction. The miRNA is hsa-miR-1207-3p with sequence UCAGCUGGCCCUCAUUUC. The protein sequence of the target gene is MTNVYSLDGILVFGLLFVCTCAYFKKVPRLKTWLLSEKKGVWGVFYKAAVIGTRLHAAVAIACVVMAFYVLFIK. Result: 0 (no interaction).